Dataset: Catalyst prediction with 721,799 reactions and 888 catalyst types from USPTO. Task: Predict which catalyst facilitates the given reaction. (1) Reactant: C(=O)([O-])[O-].[K+].[K+].[Cl:7][C:8]1[CH:13]=[C:12]([N+:14]([O-:16])=[O:15])[CH:11]=[CH:10][C:9]=1[OH:17].Cl.Cl[CH2:20][CH2:21][N:22]([CH2:25][CH3:26])[CH2:23][CH3:24]. Product: [Cl:7][C:8]1[CH:13]=[C:12]([N+:14]([O-:16])=[O:15])[CH:11]=[CH:10][C:9]=1[O:17][CH2:20][CH2:21][N:22]([CH2:25][CH3:26])[CH2:23][CH3:24]. The catalyst class is: 3. (2) The catalyst class is: 403. Product: [CH3:47][O:46][C:44]([C:39]1[CH:40]=[CH:41][CH:42]=[C:43]2[C:38]=1[N:37]=[CH:36][N:35]=[C:34]2[NH:22][C@H:10]1[C@H:11]([C:13](=[O:21])[NH:14][C:15]2[CH:16]=[CH:17][CH:18]=[CH:19][CH:20]=2)[CH2:12][N:8]([C:6]([O:5][C:1]([CH3:3])([CH3:2])[CH3:4])=[O:7])[CH2:9]1)=[O:45]. Reactant: [C:1]([O:5][C:6]([N:8]1[CH2:12][C@@H:11]([C:13](=[O:21])[NH:14][C:15]2[CH:20]=[CH:19][CH:18]=[CH:17][CH:16]=2)[C@H:10]([NH:22]C(OCC2C=CC=CC=2)=O)[CH2:9]1)=[O:7])([CH3:4])([CH3:3])[CH3:2].Cl[C:34]1[C:43]2[C:38](=[C:39]([C:44]([O:46][CH3:47])=[O:45])[CH:40]=[CH:41][CH:42]=2)[N:37]=[CH:36][N:35]=1.CCN(C(C)C)C(C)C. (3) Reactant: [CH3:1][C:2]1([CH3:16])[O:6][C@@H:5]([C:7]2[CH:12]=[CH:11][C:10]([N+:13]([O-])=O)=[CH:9][CH:8]=2)[CH2:4][O:3]1.[H][H]. Product: [CH3:1][C:2]1([CH3:16])[O:6][C@@H:5]([C:7]2[CH:12]=[CH:11][C:10]([NH2:13])=[CH:9][CH:8]=2)[CH2:4][O:3]1. The catalyst class is: 43. (4) The catalyst class is: 108. Reactant: [CH2:1]([C:3]1[N:7]([C:8]2[CH:13]=[CH:12][C:11]([CH2:14][CH2:15][OH:16])=[CH:10][CH:9]=2)[C:6]2[CH:17]=[CH:18][C:19](B3OC(C)(C)C(C)(C)O3)=[CH:20][C:5]=2[N:4]=1)[CH3:2].Br[C:31]1[CH:32]=[N:33][CH:34]=[N:35][CH:36]=1.C([O-])(O)=O.[Na+]. Product: [CH2:1]([C:3]1[N:7]([C:8]2[CH:9]=[CH:10][C:11]([CH2:14][CH2:15][OH:16])=[CH:12][CH:13]=2)[C:6]2[CH:17]=[CH:18][C:19]([C:31]3[CH:32]=[N:33][CH:34]=[N:35][CH:36]=3)=[CH:20][C:5]=2[N:4]=1)[CH3:2]. (5) Reactant: [CH:1]([NH2:3])=[O:2].C[O-].[Na+].CO.[CH2:9]([NH:16][C:17]1[CH:26]=[CH:25][C:20](C(OC)=O)=[C:19]([O:27][CH3:28])[CH:18]=1)[C:10]1[CH:15]=[CH:14][CH:13]=[CH:12][CH:11]=1.Cl. Product: [CH2:9]([NH:16][C:17]1[CH:26]=[CH:25][C:20]([C:1]([NH2:3])=[O:2])=[C:19]([O:27][CH3:28])[CH:18]=1)[C:10]1[CH:11]=[CH:12][CH:13]=[CH:14][CH:15]=1. The catalyst class is: 9. (6) Reactant: [S:1](=[O:5])(=[O:4])([OH:3])[OH:2].[S:6]1[CH:10]=[CH:9][C:8]2[C:11]([N:15]3[CH2:20][CH2:19][N:18]([CH2:21][CH2:22][CH2:23][O:24][C:25]4[CH:34]=[C:33]5[C:28]([CH2:29][CH2:30][N:31]([CH3:36])[C:32]5=[O:35])=[CH:27][CH:26]=4)[CH2:17][CH2:16]3)=[CH:12][CH:13]=[CH:14][C:7]1=2. Product: [S:1]([OH:5])([OH:4])(=[O:3])=[O:2].[S:6]1[CH:10]=[CH:9][C:8]2[C:11]([N:15]3[CH2:16][CH2:17][N:18]([CH2:21][CH2:22][CH2:23][O:24][C:25]4[CH:34]=[C:33]5[C:28]([CH2:29][CH2:30][N:31]([CH3:36])[C:32]5=[O:35])=[CH:27][CH:26]=4)[CH2:19][CH2:20]3)=[CH:12][CH:13]=[CH:14][C:7]1=2. The catalyst class is: 412. (7) Reactant: [Cl:1][C:2]1[CH:13]=[CH:12][C:5]([CH2:6][C@@H:7]([C:9]([OH:11])=[O:10])[NH2:8])=[CH:4][CH:3]=1.Cl[C:15]([O:17][CH2:18][CH:19]=[CH2:20])=[O:16]. Product: [CH2:18]([O:17][C:15]([NH:8][CH:7]([CH2:6][C:5]1[CH:4]=[CH:3][C:2]([Cl:1])=[CH:13][CH:12]=1)[C:9]([OH:11])=[O:10])=[O:16])[CH:19]=[CH2:20]. The catalyst class is: 5.